From a dataset of Catalyst prediction with 721,799 reactions and 888 catalyst types from USPTO. Predict which catalyst facilitates the given reaction. (1) Reactant: [C:1]([C:4]1[CH:9]=[CH:8][CH:7]=[CH:6][N:5]=1)(=O)[CH3:2].[NH2:10][C:11]1[CH:16]=[CH:15][CH:14]=[CH:13][C:12]=1[OH:17].C1(C)C=CC(S(O)(=O)=O)=CC=1. Product: [N:5]1[CH:6]=[CH:7][CH:8]=[CH:9][C:4]=1[CH2:1][CH2:2][N:10]=[C:11]1[CH:16]=[CH:15][CH:14]=[CH:13][CH:12]1[OH:17]. The catalyst class is: 11. (2) Reactant: [C:1]([C:3]1[C:4]([C:24]([F:27])([F:26])[F:25])=[C:5]2[C:9](=[CH:10][CH:11]=1)[N:8]([CH2:12][C:13]1[O:17][C:16]([C:18]([NH2:20])=O)=[CH:15][CH:14]=1)[C:7]([CH2:21][CH2:22][CH3:23])=[CH:6]2)#[N:2].N1C=CC=CC=1.O=P(Cl)(Cl)Cl. Product: [C:18]([C:16]1[O:17][C:13]([CH2:12][N:8]2[C:9]3[C:5](=[C:4]([C:24]([F:26])([F:27])[F:25])[C:3]([C:1]#[N:2])=[CH:11][CH:10]=3)[CH:6]=[C:7]2[CH2:21][CH2:22][CH3:23])=[CH:14][CH:15]=1)#[N:20]. The catalyst class is: 2. (3) Product: [Cl:1][C:2]1[N:7]=[CH:6][C:5]([CH2:8][CH2:9][NH:10][C:14](=[O:15])[C:13]2[CH:17]=[CH:18][CH:19]=[CH:20][C:12]=2[I:11])=[CH:4][CH:3]=1. Reactant: [Cl:1][C:2]1[N:7]=[CH:6][C:5]([CH2:8][CH2:9][NH2:10])=[CH:4][CH:3]=1.[I:11][C:12]1[CH:20]=[CH:19][CH:18]=[CH:17][C:13]=1[C:14](Cl)=[O:15].C(=O)(O)[O-].[K+].[Na]. The catalyst class is: 744. (4) Reactant: [CH3:1][C:2]1[C:7](=[O:8])[N:6]2[CH2:9][CH2:10][CH2:11][NH:12][C:5]2=[N:4][C:3]=1[C:13]1[CH:18]=[CH:17][N:16]=[CH:15][N:14]=1.[H-].[Na+].[CH2:21](Br)[C:22]([C:24]1[CH:29]=[CH:28][CH:27]=[CH:26][CH:25]=1)=[O:23].[Cl-].[Na+]. Product: [CH3:1][C:2]1[C:7](=[O:8])[N:6]2[CH2:9][CH2:10][CH2:11][N:12]([CH2:21][C:22](=[O:23])[C:24]3[CH:29]=[CH:28][CH:27]=[CH:26][CH:25]=3)[C:5]2=[N:4][C:3]=1[C:13]1[CH:18]=[CH:17][N:16]=[CH:15][N:14]=1. The catalyst class is: 9. (5) Reactant: [N+:1]([CH:4]1[CH2:8][CH2:7][CH2:6][CH2:5]1)([O-:3])=[O:2].C(N(CC)CC)C.[CH:16]([CH:18]=[CH2:19])=O.C1CCN2C(=NCCC2)CC1.[CH3:31][O:32][C:33]([CH:35](P(OC)(OC)=O)[NH:36][C:37]([O:39][CH2:40][C:41]1[CH:46]=[CH:45][CH:44]=[CH:43][CH:42]=1)=[O:38])=[O:34]. Product: [CH2:40]([O:39][C:37]([NH:36]/[C:35](=[CH:16]/[CH2:18][CH2:19][C:4]1([N+:1]([O-:3])=[O:2])[CH2:8][CH2:7][CH2:6][CH2:5]1)/[C:33]([O:32][CH3:31])=[O:34])=[O:38])[C:41]1[CH:42]=[CH:43][CH:44]=[CH:45][CH:46]=1. The catalyst class is: 61. (6) Reactant: [CH2:1]([Li])[CH2:2][CH2:3]C.Br[C:7]1[CH:12]=[CH:11][C:10]([S:13][CH3:14])=[CH:9][N:8]=1.C(#N)CC.Cl.[OH-:20].[Na+]. Product: [CH3:14][S:13][C:10]1[CH:11]=[CH:12][C:7]([C:1](=[O:20])[CH2:2][CH3:3])=[N:8][CH:9]=1. The catalyst class is: 93. (7) Reactant: [Cl:1][CH2:2][CH2:3][C:4]1[CH:5]=[CH:6][C:7]2[O:12][CH2:11][C:10](=[O:13])[NH:9][C:8]=2[C:14]=1[F:15].[H-].[Na+].[CH3:18]I. Product: [Cl:1][CH2:2][CH2:3][C:4]1[CH:5]=[CH:6][C:7]2[O:12][CH2:11][C:10](=[O:13])[N:9]([CH3:18])[C:8]=2[C:14]=1[F:15]. The catalyst class is: 85.